From a dataset of Full USPTO retrosynthesis dataset with 1.9M reactions from patents (1976-2016). Predict the reactants needed to synthesize the given product. Given the product [OH:21][C:20]1[C:5]([C:4]([O:3][CH2:1][CH3:2])=[O:30])=[N:6][CH:17]=[C:18]2[C:19]=1[CH:25]=[C:26]([I:29])[CH:27]=[N:28]2, predict the reactants needed to synthesize it. The reactants are: [CH2:1]([O:3][C:4](=[O:30])[CH2:5][N:6]([CH2:17][C:18]1[N:28]=[CH:27][C:26]([I:29])=[CH:25][C:19]=1[C:20](OCC)=[O:21])S(C1C=CC(C)=CC=1)(=O)=O)[CH3:2].[O-]CC.[Na+].O.Cl.